From a dataset of Full USPTO retrosynthesis dataset with 1.9M reactions from patents (1976-2016). Predict the reactants needed to synthesize the given product. (1) The reactants are: [OH:1][C:2]1[CH:11]=[CH:10][C:5]([C:6]([NH:8][NH2:9])=[O:7])=[CH:4][CH:3]=1.[Cl:12][C:13]1[CH:14]=[C:15]([N:19]=[C:20]=S)[CH:16]=[CH:17][CH:18]=1. Given the product [Cl:12][C:13]1[CH:14]=[C:15]([NH:19][C:20]2[O:7][C:6]([C:5]3[CH:10]=[CH:11][C:2]([OH:1])=[CH:3][CH:4]=3)=[N:8][N:9]=2)[CH:16]=[CH:17][CH:18]=1, predict the reactants needed to synthesize it. (2) Given the product [CH2:1]([NH:8][C@H:12]([CH:11]([N:20]1[CH:19]=[C:18]([Br:17])[CH:22]=[N:21]1)[CH3:14])[CH3:13])[C:2]1[CH:7]=[CH:6][CH:5]=[CH:4][CH:3]=1, predict the reactants needed to synthesize it. The reactants are: [CH2:1]([N:8]1[CH:12]([CH3:13])[C@H:11]([CH3:14])OS1(=O)=O)[C:2]1[CH:7]=[CH:6][CH:5]=[CH:4][CH:3]=1.[Br:17][C:18]1[CH:19]=[N:20][NH:21][CH:22]=1.C([O-])([O-])=O.[Cs+].[Cs+]. (3) Given the product [CH3:12][O:11][C:8]1[CH:9]=[CH:10][C:5]([C:4]([CH2:2][C:1]#[N:3])=[O:13])=[CH:6][CH:7]=1, predict the reactants needed to synthesize it. The reactants are: [C:1](#[N:3])[CH3:2].[C:4](OC)(=[O:13])[C:5]1[CH:10]=[CH:9][C:8]([O:11][CH3:12])=[CH:7][CH:6]=1.O.Cl. (4) Given the product [O:1]1[CH2:6][CH2:5][N:4]([C:7]2[C:8]3[N:9]([C:13]([C:28]4[CH:29]=[CH:30][C:31]([C:32]([OH:34])=[O:33])=[CH:36][CH:37]=4)=[C:14](/[CH:16]=[CH:17]/[C:18]4[CH:27]=[CH:26][C:25]5[CH2:24][CH2:23][CH2:22][CH2:21][C:20]=5[N:19]=4)[N:15]=3)[N:10]=[CH:11][CH:12]=2)[CH2:3][CH2:2]1, predict the reactants needed to synthesize it. The reactants are: [O:1]1[CH2:6][CH2:5][N:4]([C:7]2[C:8]3[N:9]([C:13]([C:28]4[CH:37]=[CH:36][C:31]([C:32]([O:34]C)=[O:33])=[CH:30][CH:29]=4)=[C:14](/[CH:16]=[CH:17]/[C:18]4[CH:27]=[CH:26][C:25]5[CH2:24][CH2:23][CH2:22][CH2:21][C:20]=5[N:19]=4)[N:15]=3)[N:10]=[CH:11][CH:12]=2)[CH2:3][CH2:2]1.[Li+].[OH-]. (5) Given the product [OH:7][CH2:8][CH2:9][CH2:10][P:11](=[O:28])([O:12][CH2:13][C:14]1[CH:19]=[CH:18][CH:17]=[CH:16][CH:15]=1)[O:20][CH2:21][C:22]1[CH:27]=[CH:26][CH:25]=[CH:24][CH:23]=1, predict the reactants needed to synthesize it. The reactants are: O1CCCCC1[O:7][CH2:8][CH2:9][CH2:10][P:11](=[O:28])([O:20][CH2:21][C:22]1[CH:27]=[CH:26][CH:25]=[CH:24][CH:23]=1)[O:12][CH2:13][C:14]1[CH:19]=[CH:18][CH:17]=[CH:16][CH:15]=1.C1(C)C=CC(S([O-])(=O)=O)=CC=1.[NH+]1C=CC=CC=1. (6) Given the product [ClH:2].[Cl:2][C:3]1[CH:4]=[C:5]([O:9][C:10]2[C:15]3[N:16]=[CH:17][N:18]([CH3:19])[C:14]=3[C:13]([C:20]([N:31]3[CH2:36][CH2:35][CH2:34][CH2:33][CH2:32]3)=[O:22])=[CH:12][N:11]=2)[CH:6]=[CH:7][CH:8]=1, predict the reactants needed to synthesize it. The reactants are: Cl.[Cl:2][C:3]1[CH:4]=[C:5]([O:9][C:10]2[C:15]3[N:16]=[CH:17][N:18]([CH3:19])[C:14]=3[C:13]([C:20]([OH:22])=O)=[CH:12][N:11]=2)[CH:6]=[CH:7][CH:8]=1.C(N1CCOCC1)C.[NH:31]1[CH2:36][CH2:35][CH2:34][CH2:33][CH2:32]1.O.ON1C2C=CC=CC=2N=N1.Cl.CN(C)CCCN=C=NCC. (7) Given the product [S:31]1[CH2:32][CH2:33][N:28]([C:13](=[O:14])/[CH:12]=[CH:11]/[CH:10]=[C:9]([C:16]2[CH:17]=[CH:18][C:19]([C:22]([F:23])([F:24])[F:25])=[CH:20][CH:21]=2)[C:6]2[CH:5]=[CH:4][C:3]([C:2]([F:26])([F:27])[F:1])=[CH:8][CH:7]=2)[CH2:29][CH2:30]1, predict the reactants needed to synthesize it. The reactants are: [F:1][C:2]([F:27])([F:26])[C:3]1[CH:8]=[CH:7][C:6]([C:9]([C:16]2[CH:21]=[CH:20][C:19]([C:22]([F:25])([F:24])[F:23])=[CH:18][CH:17]=2)=[CH:10]/[CH:11]=[CH:12]/[C:13](O)=[O:14])=[CH:5][CH:4]=1.[NH:28]1[CH2:33][CH2:32][S:31][CH2:30][CH2:29]1.C(N(CC)CC)C.O.